Predict the reaction yield, written as a fraction of the theoretical maximum amount of product (1.0 means a 100% yield; for example, 0.34 means a 34% yield). From a dataset of Reaction yield outcomes from USPTO patents with 853,638 reactions. The reactants are [Cl:1][C:2]1[CH:8]=[C:7]([N+:9]([O-:11])=[O:10])[CH:6]=[CH:5][C:3]=1[NH2:4].Cl[C:13]([O:15][CH2:16][CH3:17])=[O:14]. The catalyst is C(#N)C. The product is [CH2:16]([O:15][C:13](=[O:14])[NH:4][C:3]1[CH:5]=[CH:6][C:7]([N+:9]([O-:11])=[O:10])=[CH:8][C:2]=1[Cl:1])[CH3:17]. The yield is 1.00.